Task: Predict which catalyst facilitates the given reaction.. Dataset: Catalyst prediction with 721,799 reactions and 888 catalyst types from USPTO Reactant: [Cl:1][C:2]1[CH:3]=[C:4]([CH:28]=[CH:29][C:30]=1[F:31])[C:5]([NH:7][C:8]1[N:13]=[CH:12][C:11]([NH:14][C:15]2[C:24]3[C:19](=[CH:20][C:21]([OH:27])=[C:22]([O:25][CH3:26])[CH:23]=3)[N:18]=[CH:17][N:16]=2)=[CH:10][N:9]=1)=[O:6].Br[CH2:33][CH2:34][CH2:35]Br.[C:37](=[O:40])([O-])[O-].[K+].[K+].CO. Product: [NH3:7].[Cl:1][C:2]1[CH:3]=[C:4]([CH:28]=[CH:29][C:30]=1[F:31])[C:5]([NH:7][C:8]1[N:13]=[CH:12][C:11]([NH:14][C:15]2[C:24]3[C:19](=[CH:20][C:21]([O:27][CH2:33][CH2:34][CH2:35][N:18]([CH:19]4[CH2:24][CH2:23][CH2:22][CH2:21][CH2:20]4)[CH2:17][CH2:37][OH:40])=[C:22]([O:25][CH3:26])[CH:23]=3)[N:18]=[CH:17][N:16]=2)=[CH:10][N:9]=1)=[O:6]. The catalyst class is: 44.